From a dataset of Forward reaction prediction with 1.9M reactions from USPTO patents (1976-2016). Predict the product of the given reaction. (1) The product is: [Br:9][C:6]1[CH:7]=[CH:8][C:3]([C:19](=[O:29])[C:18]([OH:22])([CH3:17])[CH3:21])=[CH:4][CH:5]=1. Given the reactants [Mg].Br[C:3]1[CH:8]=[CH:7][C:6]([Br:9])=[CH:5][CH:4]=1.BrC1C=CC=CC=1.[CH3:17][C:18]([O:22][Si](C)(C)C)([CH3:21])[C:19]#N.Cl.C(=O)(O)[O-:29].[Na+], predict the reaction product. (2) The product is: [NH:15]1[C:16]2[C:12](=[CH:11][C:10]([NH:9][CH:5]3[CH2:6][CH2:7][CH2:8][N:3]([CH2:19][C:21]4[CH:22]=[C:23]([CH:31]=[CH:32][CH:33]=4)[O:24][CH2:25][C:26]([O:28][CH2:29][CH3:30])=[O:27])[CH2:4]3)=[CH:18][CH:17]=2)[CH:13]=[N:14]1. Given the reactants Cl.Cl.[NH:3]1[CH2:8][CH2:7][CH2:6][CH:5]([NH:9][C:10]2[CH:11]=[C:12]3[C:16](=[CH:17][CH:18]=2)[NH:15][N:14]=[CH:13]3)[CH2:4]1.[CH:19]([C:21]1[CH:22]=[C:23]([CH:31]=[CH:32][CH:33]=1)[O:24][CH2:25][C:26]([O:28][CH2:29][CH3:30])=[O:27])=O.CO.ClC(Cl)C.C([BH3-])#N.[Na+], predict the reaction product. (3) Given the reactants [CH3:1][O:2][C:3]1[CH:8]=[CH:7][C:6]([C@H:9]([N:11]2[C:15](=[O:16])[CH2:14][C@@H:13]([C:17]([OH:19])=O)[CH2:12]2)[CH3:10])=[CH:5][CH:4]=1.C1N=CN(C(N2C=NC=C2)=O)C=1.C(N(C(C)C)CC)(C)C.[CH3:41][NH:42][O:43][CH3:44].Cl, predict the reaction product. The product is: [CH3:44][O:43][N:42]([CH3:41])[C:17]([C@@H:13]1[CH2:14][C:15](=[O:16])[N:11]([C@@H:9]([C:6]2[CH:5]=[CH:4][C:3]([O:2][CH3:1])=[CH:8][CH:7]=2)[CH3:10])[CH2:12]1)=[O:19]. (4) Given the reactants [NH2:1][C:2](C(Cl)(Cl)Cl)=[C:3]([C:19]#[N:20])[C:4]([NH:6][C:7]1[N:8]([C:13]2[CH:18]=[CH:17][CH:16]=[CH:15][CH:14]=2)[C:9]([CH3:12])=[N:10][CH:11]=1)=O.[OH2:25].[NH2:26][NH2:27], predict the reaction product. The product is: [NH2:20][C:19]1[C:3]([C:4]([NH:6][C:7]2[N:8]([C:13]3[CH:18]=[CH:17][CH:16]=[CH:15][CH:14]=3)[C:9]([CH3:12])=[N:10][CH:11]=2)=[O:25])=[C:2]([NH2:1])[NH:27][N:26]=1. (5) Given the reactants [Cl:1][C:2]1[CH:10]=[C:9]([CH:11]([O:16][CH2:17][C:18]2([C:31]3[CH:36]=[CH:35][C:34]([F:37])=[CH:33][CH:32]=3)[CH2:23][CH2:22][N:21]([C:24]([O:26][C:27]([CH3:30])([CH3:29])[CH3:28])=[O:25])[CH2:20][CH2:19]2)[C:12]([O:14][CH3:15])=[O:13])[C:8]2[C:4](=[CH:5][N:6](COCC[Si](C)(C)C)[N:7]=2)[CH:3]=1, predict the reaction product. The product is: [Cl:1][C:2]1[CH:3]=[C:4]2[C:8](=[C:9]([CH:11]([O:16][CH2:17][C:18]3([C:31]4[CH:32]=[CH:33][C:34]([F:37])=[CH:35][CH:36]=4)[CH2:23][CH2:22][N:21]([C:24]([O:26][C:27]([CH3:30])([CH3:29])[CH3:28])=[O:25])[CH2:20][CH2:19]3)[C:12]([O:14][CH3:15])=[O:13])[CH:10]=1)[NH:7][N:6]=[CH:5]2. (6) The product is: [CH3:27][O:26][N:25]([CH3:24])[C:21]([C:11]1[C:12](=[O:20])[C:13]2[C:18](=[N:17][C:16]([CH3:19])=[CH:15][CH:14]=2)[N:9]([CH2:8][C:6]2[CH:5]=[CH:4][CH:3]=[C:2]([Br:1])[N:7]=2)[CH:10]=1)=[O:22]. Given the reactants [Br:1][C:2]1[N:7]=[C:6]([CH2:8][N:9]2[C:18]3[C:13](=[CH:14][CH:15]=[C:16]([CH3:19])[N:17]=3)[C:12](=[O:20])[C:11]([C:21](O)=[O:22])=[CH:10]2)[CH:5]=[CH:4][CH:3]=1.[CH3:24][NH:25][O:26][CH3:27].C(N(C(C)C)CC)(C)C.O, predict the reaction product. (7) Given the reactants [NH2:1][C:2]1[CH:11]=[C:10]([CH3:12])[C:9]([N+:13]([O-:15])=[O:14])=[CH:8][C:3]=1[C:4]([O:6][CH3:7])=[O:5].[Cl:16][C:17]1[S:21][C:20]([C:22](Cl)=[O:23])=[CH:19][CH:18]=1, predict the reaction product. The product is: [Cl:16][C:17]1[S:21][C:20]([C:22]([NH:1][C:2]2[CH:11]=[C:10]([CH3:12])[C:9]([N+:13]([O-:15])=[O:14])=[CH:8][C:3]=2[C:4]([O:6][CH3:7])=[O:5])=[O:23])=[CH:19][CH:18]=1.